From a dataset of Forward reaction prediction with 1.9M reactions from USPTO patents (1976-2016). Predict the product of the given reaction. (1) Given the reactants [OH:1][C:2]1[CH:10]=[CH:9][C:8]([I:11])=[CH:7][C:3]=1[C:4]([OH:6])=[O:5].[Br:12]Br, predict the reaction product. The product is: [Br:12][C:10]1[C:2]([OH:1])=[C:3]([CH:7]=[C:8]([I:11])[CH:9]=1)[C:4]([OH:6])=[O:5]. (2) Given the reactants [F:1][C:2]([F:11])([F:10])[C:3]1[CH:4]=[C:5]([CH:7]=[CH:8][CH:9]=1)[O-:6].[K+].Br[C:14]1[CH:19]=[C:18]([NH:20][C:21]([CH3:23])=[O:22])[C:17]([N+:24]([O-:26])=[O:25])=[CH:16][C:15]=1[O:27][CH3:28], predict the reaction product. The product is: [NH:20]([C:18]1[C:17]([N+:24]([O-:26])=[O:25])=[CH:16][C:15]([O:27][CH3:28])=[C:14]([O:6][C:5]2[CH:7]=[CH:8][CH:9]=[C:3]([C:2]([F:10])([F:11])[F:1])[CH:4]=2)[CH:19]=1)[C:21]([CH3:23])=[O:22].